This data is from Forward reaction prediction with 1.9M reactions from USPTO patents (1976-2016). The task is: Predict the product of the given reaction. (1) The product is: [ClH:30].[O:1]1[C:5]2[CH:6]=[CH:7][CH:8]=[CH:9][C:4]=2[C:3]([NH:10][C:11]([N:13]2[CH2:18][CH2:17][N:16]([C:19]3[S:23][N:22]=[C:21]([C:24]4[CH:29]=[CH:28][CH:27]=[CH:26][CH:25]=4)[N:20]=3)[CH2:15][CH2:14]2)=[O:12])=[N:2]1. Given the reactants [O:1]1[C:5]2[CH:6]=[CH:7][CH:8]=[CH:9][C:4]=2[C:3]([NH:10][C:11]([N:13]2[CH2:18][CH2:17][N:16]([C:19]3[S:23][N:22]=[C:21]([C:24]4[CH:29]=[CH:28][CH:27]=[CH:26][CH:25]=4)[N:20]=3)[CH2:15][CH2:14]2)=[O:12])=[N:2]1.[ClH:30], predict the reaction product. (2) Given the reactants [NH:1]1[CH2:6][CH2:5][C:4]2([C:14]3[C:9](=[CH:10][CH:11]=[CH:12][CH:13]=3)[NH:8][C:7]2=[O:15])[CH2:3][CH2:2]1.[F:16][C:17]([F:31])([F:30])[O:18][C:19]1[CH:29]=[CH:28][CH:27]=[CH:26][C:20]=1[O:21][CH2:22][C:23](O)=[O:24].C1CN([P+](ON2N=NC3C=CC=CC2=3)(N2CCCC2)N2CCCC2)CC1.F[P-](F)(F)(F)(F)F.C(N(C(C)C)CC)(C)C, predict the reaction product. The product is: [F:16][C:17]([F:30])([F:31])[O:18][C:19]1[CH:29]=[CH:28][CH:27]=[CH:26][C:20]=1[O:21][CH2:22][C:23]([N:1]1[CH2:6][CH2:5][C:4]2([C:14]3[C:9](=[CH:10][CH:11]=[CH:12][CH:13]=3)[NH:8][C:7]2=[O:15])[CH2:3][CH2:2]1)=[O:24].